This data is from NCI-60 drug combinations with 297,098 pairs across 59 cell lines. The task is: Regression. Given two drug SMILES strings and cell line genomic features, predict the synergy score measuring deviation from expected non-interaction effect. Drug 1: CCC1(CC2CC(C3=C(CCN(C2)C1)C4=CC=CC=C4N3)(C5=C(C=C6C(=C5)C78CCN9C7C(C=CC9)(C(C(C8N6C=O)(C(=O)OC)O)OC(=O)C)CC)OC)C(=O)OC)O.OS(=O)(=O)O. Drug 2: C1CN(P(=O)(OC1)NCCCl)CCCl. Cell line: OVCAR-4. Synergy scores: CSS=2.96, Synergy_ZIP=-1.85, Synergy_Bliss=-3.46, Synergy_Loewe=-4.34, Synergy_HSA=-3.02.